From a dataset of Catalyst prediction with 721,799 reactions and 888 catalyst types from USPTO. Predict which catalyst facilitates the given reaction. (1) Reactant: C1(P(C2C=CC=CC=2)C2C=CC=CC=2)C=CC=CC=1.N1C=CN=C1.[I:25]I.[F:27][C:28]([F:35])([F:34])[CH:29]([OH:33])[CH2:30][CH2:31]O. Product: [F:27][C:28]([F:35])([F:34])[CH:29]([OH:33])[CH2:30][CH2:31][I:25]. The catalyst class is: 4. (2) Reactant: Br[C:2]1[C:6]2[N:7]=[C:8]([CH3:12])[N:9]=[C:10]([Cl:11])[C:5]=2[N:4]([CH2:13][O:14][CH2:15][CH2:16][Si:17]([CH3:20])([CH3:19])[CH3:18])[C:3]=1[CH3:21].CN([CH:25]=[O:26])C. Product: [Cl:11][C:10]1[C:5]2[N:4]([CH2:13][O:14][CH2:15][CH2:16][Si:17]([CH3:20])([CH3:19])[CH3:18])[C:3]([CH3:21])=[C:2]([CH:25]=[O:26])[C:6]=2[N:7]=[C:8]([CH3:12])[N:9]=1. The catalyst class is: 188. (3) Reactant: C[O:2][C:3](=O)[CH2:4][CH2:5][C:6]1[C:7](=[O:21])[N:8]([CH2:11][CH2:12][CH2:13][C:14]2[CH:19]=[CH:18][C:17]([CH3:20])=[CH:16][CH:15]=2)[CH2:9][CH:10]=1.CO.[NH2:25][O:26][K].C(O)(=O)C. Product: [OH:26][NH:25][C:3](=[O:2])[CH2:4][CH2:5][C:6]1[C:7](=[O:21])[N:8]([CH2:11][CH2:12][CH2:13][C:14]2[CH:19]=[CH:18][C:17]([CH3:20])=[CH:16][CH:15]=2)[CH2:9][CH:10]=1. The catalyst class is: 254. (4) Reactant: [Br:1][C:2]1[N:7]=[C:6]([N+:8]([O-:10])=[O:9])[C:5]([OH:11])=[CH:4][CH:3]=1.[C:12](=O)([O-])[O-].[K+].[K+].IC. Product: [Br:1][C:2]1[N:7]=[C:6]([N+:8]([O-:10])=[O:9])[C:5]([O:11][CH3:12])=[CH:4][CH:3]=1. The catalyst class is: 21. (5) Reactant: Cl[C:2](OC1C=CC([N+]([O-])=O)=CC=1)=[O:3].N1C=CC=CC=1.[NH2:20][C:21]1[CH:26]=[CH:25][C:24]([N:27]2[CH2:32][CH2:31][O:30][CH2:29][C:28]2=[O:33])=[CH:23][CH:22]=1.[Cl-].[Cl:35][C:36]1[CH:41]=[CH:40][C:39]([NH:42][C:43]([C@H:45]2[CH2:49][CH2:48][CH2:47][NH2+:46]2)=[O:44])=[CH:38][CH:37]=1.C(N(C(C)C)C(C)C)C. Product: [Cl:35][C:36]1[CH:37]=[CH:38][C:39]([NH:42][C:43]([C@H:45]2[CH2:49][CH2:48][CH2:47][N:46]2[C:2]([NH:20][C:21]2[CH:22]=[CH:23][C:24]([N:27]3[CH2:32][CH2:31][O:30][CH2:29][C:28]3=[O:33])=[CH:25][CH:26]=2)=[O:3])=[O:44])=[CH:40][CH:41]=1. The catalyst class is: 4. (6) Reactant: [Cl:1][C:2]1[CH:7]=[CH:6][C:5]([C:8]2[CH:12]=[CH:11][NH:10][N:9]=2)=[CH:4][C:3]=1[CH2:13][NH:14][C:15](=[O:17])[CH3:16].CN[C@@H]1CCCC[C@H]1NC.C(=O)([O-])[O-].[K+].[K+].I[C:35]1[CH:36]=[CH:37][C:38]2[O:43][CH2:42][CH2:41][CH2:40][C:39]=2[CH:44]=1. Product: [Cl:1][C:2]1[CH:7]=[CH:6][C:5]([C:8]2[CH:12]=[CH:11][N:10]([C:35]3[CH:36]=[CH:37][C:38]4[O:43][CH2:42][CH2:41][CH2:40][C:39]=4[CH:44]=3)[N:9]=2)=[CH:4][C:3]=1[CH2:13][NH:14][C:15](=[O:17])[CH3:16]. The catalyst class is: 185. (7) Reactant: [CH2:1]([O:5][CH2:6][CH:7]=[CH2:8])[CH:2]1[O:4][CH2:3]1.[CH3:9][SiH:10]([CH3:12])[CH3:11]. Product: [CH2:1]([O:5][CH2:6][CH2:7][CH2:8][Si:10]([CH3:12])([CH3:11])[CH3:9])[CH:2]1[O:4][CH2:3]1. The catalyst class is: 553.